From a dataset of Full USPTO retrosynthesis dataset with 1.9M reactions from patents (1976-2016). Predict the reactants needed to synthesize the given product. (1) The reactants are: [Cl:1][C:2]1[CH:7]=[CH:6][C:5]([N:8]2[C:13]([OH:14])=[C:12]([C:15](OCC)=[O:16])[C:11](=[O:20])[N:10]([CH2:21][C:22]3[CH:27]=[CH:26][CH:25]=[CH:24][CH:23]=3)[C:9]2=[S:28])=[CH:4][CH:3]=1.C1CCN2C(=NCCC2)CC1.[NH2:40][CH2:41][C:42]([OH:44])=[O:43]. Given the product [Cl:1][C:2]1[CH:3]=[CH:4][C:5]([N:8]2[C:13]([OH:14])=[C:12]([C:15]([NH:40][CH2:41][C:42]([OH:44])=[O:43])=[O:16])[C:11](=[O:20])[N:10]([CH2:21][C:22]3[CH:23]=[CH:24][CH:25]=[CH:26][CH:27]=3)[C:9]2=[S:28])=[CH:6][CH:7]=1, predict the reactants needed to synthesize it. (2) Given the product [OH:3][CH2:4][C:6]1[CH:7]=[C:8]2[C:13](=[CH:14][CH:15]=1)[N:12]=[CH:11][C:10]([C:16]#[N:17])=[C:9]2[C:18]1[CH:19]=[CH:20][CH:21]=[CH:22][CH:23]=1, predict the reactants needed to synthesize it. The reactants are: C([O:3][C:4]([C:6]1[CH:7]=[C:8]2[C:13](=[CH:14][CH:15]=1)[N:12]=[CH:11][C:10]([C:16]#[N:17])=[C:9]2[C:18]1[CH:23]=[CH:22][CH:21]=[CH:20][CH:19]=1)=O)C.[H-].